This data is from Full USPTO retrosynthesis dataset with 1.9M reactions from patents (1976-2016). The task is: Predict the reactants needed to synthesize the given product. (1) Given the product [NH2:18][C:4]1[CH2:5][CH2:6][C:2]([CH3:13])([CH3:1])[C:3]=1[C:8]([O:10][CH2:11][CH3:12])=[O:9], predict the reactants needed to synthesize it. The reactants are: [CH3:1][C:2]1([CH3:13])[CH2:6][CH2:5][C:4](=O)[CH:3]1[C:8]([O:10][CH2:11][CH3:12])=[O:9].C([O-])(=O)C.[NH4+:18]. (2) The reactants are: F[P-](F)(F)(F)(F)F.N1(O[P+](N2CCCC2)(N2CCCC2)N2CCCC2)[C:12]2[CH:13]=[CH:14][CH:15]=[CH:16][C:11]=2N=N1.[CH3:34][O:35][C:36]([C:38]1[CH:39]=[C:40]([NH:48][C:49]2[C:58]3[C:53](=[CH:54][C:55]([Br:59])=[CH:56][CH:57]=3)[N:52]=[CH:51][C:50]=2[C:60]([OH:62])=O)[CH:41]=[C:42]([C:44]([O:46][CH3:47])=[O:45])[CH:43]=1)=[O:37].C([N:65]([CH2:68]C)CC)C. Given the product [Br:59][C:55]1[CH:54]=[C:53]2[C:58]([C:49]([NH:48][C:40]3[CH:39]=[C:38]([C:36]([O:35][CH3:34])=[O:37])[CH:43]=[C:42]([C:44]([O:46][CH3:47])=[O:45])[CH:41]=3)=[C:50]([C:60]([NH:65][CH2:68][C:11]3[CH:12]=[CH:13][CH:14]=[C:15]([C:36]([O:35][CH3:34])=[O:37])[CH:16]=3)=[O:62])[CH:51]=[N:52]2)=[CH:57][CH:56]=1, predict the reactants needed to synthesize it. (3) Given the product [Cl:2][C:3]1[CH:4]=[C:5]([F:11])[C:6]2[NH:9][C:16]3[CH2:17][CH2:18][N:13]([CH3:12])[CH2:14][C:15]=3[C:7]=2[CH:8]=1, predict the reactants needed to synthesize it. The reactants are: Cl.[Cl:2][C:3]1[CH:8]=[CH:7][C:6]([NH:9]N)=[C:5]([F:11])[CH:4]=1.[CH3:12][N:13]1[CH2:18][CH2:17][C:16](=O)[CH2:15][CH2:14]1. (4) Given the product [F:38][C:19]1([F:18])[CH2:20][N:21]([C:23]([C:25]2[C:29]3[CH:30]=[C:31]([CH:36]=[O:37])[C:32]([N:13]4[CH2:14][C@@H:15]([CH3:17])[O:16][C@H:11]([CH3:10])[CH2:12]4)=[C:33]([F:34])[C:28]=3[O:27][N:26]=2)=[O:24])[CH2:22]1, predict the reactants needed to synthesize it. The reactants are: C(N(C(C)C)CC)(C)C.[CH3:10][C@H:11]1[O:16][C@H:15]([CH3:17])[CH2:14][NH:13][CH2:12]1.[F:18][C:19]1([F:38])[CH2:22][N:21]([C:23]([C:25]2[C:29]3[CH:30]=[C:31]([CH:36]=[O:37])[C:32](F)=[C:33]([F:34])[C:28]=3[O:27][N:26]=2)=[O:24])[CH2:20]1. (5) Given the product [CH2:18]([O:17][C:15]([NH:14][C:10]1[C:9](=[O:25])[N:8]([CH2:7][C:6]([OH:26])=[O:5])[CH:13]=[CH:12][CH:11]=1)=[O:16])[C:19]1[CH:24]=[CH:23][CH:22]=[CH:21][CH:20]=1, predict the reactants needed to synthesize it. The reactants are: C([O:5][C:6](=[O:26])[CH2:7][N:8]1[CH:13]=[CH:12][CH:11]=[C:10]([NH:14][C:15]([O:17][CH2:18][C:19]2[CH:24]=[CH:23][CH:22]=[CH:21][CH:20]=2)=[O:16])[C:9]1=[O:25])(C)(C)C.FC(F)(F)C(O)=O. (6) Given the product [CH2:1]([C:5]1([CH2:26][CH2:27][CH2:28][CH3:29])[NH:11][CH:10]([C:12]2[CH:17]=[CH:16][CH:15]=[CH:14][CH:13]=2)[C:9]2[CH:18]=[C:19]([O:24][CH3:25])[C:20]([CH2:22][OH:23])=[CH:21][C:8]=2[S:7][CH2:6]1)[CH2:2][CH2:3][CH3:4], predict the reactants needed to synthesize it. The reactants are: [CH2:1]([C:5]1([CH2:26][CH2:27][CH2:28][CH3:29])[N:11]=[C:10]([C:12]2[CH:17]=[CH:16][CH:15]=[CH:14][CH:13]=2)[C:9]2[CH:18]=[C:19]([O:24][CH3:25])[C:20]([CH2:22][OH:23])=[CH:21][C:8]=2[S:7][CH2:6]1)[CH2:2][CH2:3][CH3:4].B.C1COCC1. (7) Given the product [NH2:3][C:4]1[N:5]=[C:6]([CH2:19][C:20]2[C:28]([Cl:29])=[CH:27][CH:26]=[C:25]3[C:21]=2[CH:22]=[CH:23][NH:24]3)[N:7]=[C:8]([NH:10][C:11]2[CH:16]=[CH:15][C:14]([C:17]#[N:18])=[CH:13][CH:12]=2)[N:9]=1, predict the reactants needed to synthesize it. The reactants are: CO.[NH2:3][C:4]1[N:9]=[C:8]([NH:10][C:11]2[CH:16]=[CH:15][C:14]([C:17]#[N:18])=[CH:13][CH:12]=2)[N:7]=[C:6]([CH2:19][C:20]2[C:28]([Cl:29])=[CH:27][CH:26]=[C:25]3[C:21]=2[CH:22]=[CH:23][N:24]3S(C2C=CC(C)=CC=2)(=O)=O)[N:5]=1.C([O-])([O-])=O.[K+].[K+]. (8) Given the product [Cl:11][C:9]1[CH:8]=[CH:7][C:6]([N+:12]([O-:14])=[O:13])=[C:5]([NH:3][CH2:1][CH3:2])[CH:10]=1, predict the reactants needed to synthesize it. The reactants are: [CH2:1]([NH2:3])[CH3:2].Cl[C:5]1[CH:10]=[C:9]([Cl:11])[CH:8]=[CH:7][C:6]=1[N+:12]([O-:14])=[O:13].C(N(CC)CC)C.O.